Dataset: Forward reaction prediction with 1.9M reactions from USPTO patents (1976-2016). Task: Predict the product of the given reaction. (1) Given the reactants [C:1]1([CH2:7][CH:8]([NH:14][C:15](=[O:33])[C:16]2[CH:21]=[CH:20][CH:19]=[N:18][C:17]=2[N:22]2[CH:26]=[CH:25][C:24]([C:27]3[CH:32]=[CH:31][CH:30]=[CH:29][CH:28]=3)=[N:23]2)[CH:9]([OH:13])[C:10]([OH:12])=O)[CH:6]=[CH:5][CH:4]=[CH:3][CH:2]=1.[O:34]1[C:38]2[CH:39]=[CH:40][CH:41]=[CH:42][C:37]=2[N:36]=[C:35]1[CH2:43][NH2:44], predict the reaction product. The product is: [O:34]1[C:38]2[CH:39]=[CH:40][CH:41]=[CH:42][C:37]=2[N:36]=[C:35]1[CH2:43][NH:44][C:10](=[O:12])[CH:9]([OH:13])[CH:8]([NH:14][C:15](=[O:33])[C:16]1[CH:21]=[CH:20][CH:19]=[N:18][C:17]=1[N:22]1[CH:26]=[CH:25][C:24]([C:27]2[CH:28]=[CH:29][CH:30]=[CH:31][CH:32]=2)=[N:23]1)[CH2:7][C:1]1[CH:6]=[CH:5][CH:4]=[CH:3][CH:2]=1. (2) Given the reactants [Cl:1][C:2]1[CH:30]=[CH:29][C:5]([CH2:6][N:7]2[C:16]3[C:11](=[CH:12][C:13]([F:24])=[C:14]([N:17]4[CH2:22][CH2:21][N:20]([CH3:23])[CH2:19][CH2:18]4)[CH:15]=3)[C:10](=[O:25])[C:9]([N+:26]([O-])=O)=[CH:8]2)=[CH:4][CH:3]=1.O.O.Cl[Sn]Cl, predict the reaction product. The product is: [NH2:26][C:9]1[C:10](=[O:25])[C:11]2[C:16](=[CH:15][C:14]([N:17]3[CH2:22][CH2:21][N:20]([CH3:23])[CH2:19][CH2:18]3)=[C:13]([F:24])[CH:12]=2)[N:7]([CH2:6][C:5]2[CH:29]=[CH:30][C:2]([Cl:1])=[CH:3][CH:4]=2)[CH:8]=1. (3) Given the reactants [O:1]1[CH:5]=[CH:4][C:3]([C:6]2[N:11]3[N:12]=[C:13]([NH2:15])[N:14]=[C:10]3[CH:9]=[CH:8][CH:7]=2)=[CH:2]1.[S:16]1[CH:20]=[CH:19][CH:18]=[C:17]1[CH2:21][C:22](Cl)=[O:23], predict the reaction product. The product is: [O:1]1[CH:5]=[CH:4][C:3]([C:6]2[N:11]3[N:12]=[C:13]([NH:15][C:22](=[O:23])[CH2:21][C:17]4[S:16][CH:20]=[CH:19][CH:18]=4)[N:14]=[C:10]3[CH:9]=[CH:8][CH:7]=2)=[CH:2]1. (4) Given the reactants F[C:2]1[N:7]=[CH:6][C:5]([C:8]2[NH:9][C:10]3[C:15]([CH:16]=2)=[CH:14][CH:13]=[C:12]([CH3:17])[CH:11]=3)=[CH:4][CH:3]=1.[NH:18]1[CH:22]=[N:21][CH:20]=[N:19]1.C([O-])([O-])=O.[Cs+].[Cs+], predict the reaction product. The product is: [CH3:17][C:12]1[CH:11]=[C:10]2[C:15]([CH:16]=[C:8]([C:5]3[CH:6]=[N:7][C:2]([N:18]4[CH:22]=[N:21][CH:20]=[N:19]4)=[CH:3][CH:4]=3)[NH:9]2)=[CH:14][CH:13]=1. (5) Given the reactants [CH2:1]([C:5]12[CH2:17][CH2:16][C:15](=[O:18])[C:14]([CH3:19])=[C:13]1[C:12]1[C:7](=[CH:8][C:9]([O:20][CH2:21][O:22][CH3:23])=[CH:10][CH:11]=1)[CH2:6]2)[CH2:2][CH2:3][CH3:4].[Li+].CC([N-]C(C)C)C.[I:32]I, predict the reaction product. The product is: [CH2:1]([C:5]12[CH2:17][CH:16]([I:32])[C:15](=[O:18])[C:14]([CH3:19])=[C:13]1[C:12]1[C:7](=[CH:8][C:9]([O:20][CH2:21][O:22][CH3:23])=[CH:10][CH:11]=1)[CH2:6]2)[CH2:2][CH2:3][CH3:4]. (6) Given the reactants [NH2:1][C@H:2]([C:14]1[CH:15]=[N:16][CH:17]=[C:18]([Br:20])[CH:19]=1)[C@:3]([C:6]1[CH:11]=[C:10]([F:12])[CH:9]=[CH:8][C:7]=1[F:13])([OH:5])[CH3:4].N([C@H](C1C=NC=C(Br)C=1)[C@@](C1C=C(F)C=CC=1F)(O)C)=[N+]=[N-], predict the reaction product. The product is: [NH2:1][C@H:2]([C:14]1[CH:15]=[N:16][CH:17]=[C:18]([Br:20])[CH:19]=1)[C@@:3]([C:6]1[CH:11]=[C:10]([F:12])[CH:9]=[CH:8][C:7]=1[F:13])([OH:5])[CH3:4].